The task is: Predict the product of the given reaction.. This data is from Forward reaction prediction with 1.9M reactions from USPTO patents (1976-2016). (1) Given the reactants [Cl-].[Al+3].[Cl-].[Cl-].[Cl:5][CH2:6][C:7](Cl)=[O:8].[OH:10][C:11]1[NH:12][C:13]2[CH:19]=[CH:18][CH:17]=[CH:16][C:14]=2[N:15]=1, predict the reaction product. The product is: [Cl:5][CH2:6][C:7]([C:17]1[CH:18]=[CH:19][C:13]2[NH:12][C:11](=[O:10])[NH:15][C:14]=2[CH:16]=1)=[O:8]. (2) The product is: [NH:3]1[C:7]2[CH:8]=[CH:9][CH:10]=[CH:11][C:6]=2[N:5]=[C:4]1[C@H:12]([NH:22][C:23]([NH:24][C@H:25]1[CH2:30][CH2:29][NH:28][CH2:27][C@@H:26]1[F:38])=[O:39])[CH2:13][C:14]1[CH:15]=[CH:16][C:17]([O:20][CH3:21])=[CH:18][CH:19]=1. Given the reactants N#N.[NH:3]1[C:7]2[CH:8]=[CH:9][CH:10]=[CH:11][C:6]=2[N:5]=[C:4]1[C@H:12]([NH:22][C:23](=[O:39])[NH:24][C@H:25]1[CH2:30][CH2:29][N:28](C(OC(C)(C)C)=O)[CH2:27][C@@H:26]1[F:38])[CH2:13][C:14]1[CH:19]=[CH:18][C:17]([O:20][CH3:21])=[CH:16][CH:15]=1.FC(F)(F)S(O[Si](C(C)(C)C)(C)C)(=O)=O, predict the reaction product. (3) Given the reactants [CH3:1][C:2]1[CH:7]=[C:6]([CH3:8])[NH:5][C:4](=[O:9])[C:3]=1[CH2:10][NH:11][C:12]([C:14]1[C:15]2[CH:34]=[N:33][N:32]([CH:35]([CH3:37])[CH3:36])[C:16]=2[N:17]=[C:18]([C:20]2[CH2:21][CH2:22][N:23]([CH:26]3[CH2:31][CH2:30][NH:29][CH2:28][CH2:27]3)[CH2:24][CH:25]=2)[CH:19]=1)=[O:13], predict the reaction product. The product is: [N:23]1([CH:26]2[CH2:31][CH2:30][NH:29][CH2:28][CH2:27]2)[CH2:24][CH2:25][CH:20]([C:18]2[CH:19]=[C:14]([C:12]([NH:11][CH2:10][C:3]3[C:4](=[O:9])[NH:5][C:6]([CH3:8])=[CH:7][C:2]=3[CH3:1])=[O:13])[C:15]3[CH:34]=[N:33][N:32]([CH:35]([CH3:36])[CH3:37])[C:16]=3[N:17]=2)[CH2:21][CH2:22]1. (4) Given the reactants [CH:1]([O:4][C:5](=[CH:9][C:10](=[O:18])NC1C=CC=CC=1)[C:6]([OH:8])=[O:7])([CH3:3])[CH3:2], predict the reaction product. The product is: [CH:1]([O:4][C:5]1[C:6](=[O:8])[O:7][C:10](=[O:18])[CH:9]=1)([CH3:3])[CH3:2]. (5) The product is: [Br:28][C:29]1[CH:30]=[N:31][C:32]([N:15]2[CH2:14][CH2:13][N:12]([C:10](=[O:11])[CH2:9][N:6]3[C:7]([CH3:8])=[C:3]([Cl:2])[C:4]([C:18]([F:21])([F:19])[F:20])=[N:5]3)[CH2:17][CH2:16]2)=[N:33][CH:34]=1. Given the reactants Cl.[Cl:2][C:3]1[C:4]([C:18]([F:21])([F:20])[F:19])=[N:5][N:6]([CH2:9][C:10]([N:12]2[CH2:17][CH2:16][NH:15][CH2:14][CH2:13]2)=[O:11])[C:7]=1[CH3:8].C(=O)([O-])[O-].[K+].[K+].[Br:28][C:29]1[CH:30]=[N:31][C:32](Cl)=[N:33][CH:34]=1, predict the reaction product. (6) Given the reactants [F:1][C:2]1[CH:9]=[CH:8][C:7]([C:10]([F:13])([F:12])[F:11])=[CH:6][C:3]=1[CH:4]=O.[NH2:14][C:15]1[CH:23]=[CH:22][C:18]2[N:19]=[CH:20][NH:21][C:17]=2[CH:16]=1.[Si](C#N)(C)(C)C.[N:30]1([C:35](N2C=CN=C2)=[O:36])C=CN=[CH:31]1, predict the reaction product. The product is: [NH:19]1[C:18]2[CH:22]=[CH:23][C:15]([N:14]3[CH:4]([C:3]4[CH:6]=[C:7]([C:10]([F:13])([F:12])[F:11])[CH:8]=[CH:9][C:2]=4[F:1])[CH2:31][NH:30][C:35]3=[O:36])=[CH:16][C:17]=2[N:21]=[CH:20]1. (7) Given the reactants [N:1]([CH:4]([CH:29]1[O:33][C:32](=[O:34])[CH:31]([CH:35]([CH3:37])[CH3:36])[CH2:30]1)[CH2:5][CH:6]([CH:10]([OH:28])[C:11]1[CH:16]=[CH:15][C:14]([CH3:17])=[C:13]([C:18]2([CH2:23][CH2:24][CH2:25][O:26][CH3:27])OCC[O:19]2)[CH:12]=1)[CH:7]([CH3:9])[CH3:8])=[N+:2]=[N-:3].Cl.C(=O)(O)[O-].[Na+], predict the reaction product. The product is: [N:1]([CH:4]([CH:29]1[O:33][C:32](=[O:34])[CH:31]([CH:35]([CH3:37])[CH3:36])[CH2:30]1)[CH2:5][CH:6]([CH:10]([OH:28])[C:11]1[CH:16]=[CH:15][C:14]([CH3:17])=[C:13]([C:18](=[O:19])[CH2:23][CH2:24][CH2:25][O:26][CH3:27])[CH:12]=1)[CH:7]([CH3:8])[CH3:9])=[N+:2]=[N-:3]. (8) Given the reactants Cl[Si:2]([CH:5]1[C:13]2[C:8](=[CH:9][CH:10]=[CH:11][CH:12]=2)[CH:7]=[C:6]1[CH:14]1[CH2:16][CH2:15]1)([CH3:4])[CH3:3].[C:17]([NH2:21])([CH3:20])([CH3:19])[CH3:18], predict the reaction product. The product is: [C:17]([NH:21][Si:2]([CH:5]1[C:13]2[C:8](=[CH:9][CH:10]=[CH:11][CH:12]=2)[CH:7]=[C:6]1[CH:14]1[CH2:16][CH2:15]1)([CH3:4])[CH3:3])([CH3:20])([CH3:19])[CH3:18].